Dataset: Forward reaction prediction with 1.9M reactions from USPTO patents (1976-2016). Task: Predict the product of the given reaction. Given the reactants C([O:3][C:4](=[O:32])[C:5]1[CH:10]=[CH:9][CH:8]=[C:7]([C:11]2[CH:16]=[N:15][N:14]3[C:17]([C:20]4[CH:25]=[CH:24][N:23]=[C:22]([C:26]5[CH:31]=[CH:30][CH:29]=[CH:28][CH:27]=5)[CH:21]=4)=[CH:18][N:19]=[C:13]3[CH:12]=2)[CH:6]=1)C.[Li+].[OH-], predict the reaction product. The product is: [C:26]1([C:22]2[CH:21]=[C:20]([C:17]3[N:14]4[N:15]=[CH:16][C:11]([C:7]5[CH:6]=[C:5]([CH:10]=[CH:9][CH:8]=5)[C:4]([OH:32])=[O:3])=[CH:12][C:13]4=[N:19][CH:18]=3)[CH:25]=[CH:24][N:23]=2)[CH:27]=[CH:28][CH:29]=[CH:30][CH:31]=1.